This data is from Full USPTO retrosynthesis dataset with 1.9M reactions from patents (1976-2016). The task is: Predict the reactants needed to synthesize the given product. (1) Given the product [NH2:1][CH2:4][CH2:5][O:6][C:7]1[CH:8]=[CH:9][C:10]([CH2:13][C:14]([CH3:27])([O:20][C:21]2[CH:22]=[CH:23][CH:24]=[CH:25][CH:26]=2)[C:15]([O:17][CH2:18][CH3:19])=[O:16])=[CH:11][CH:12]=1, predict the reactants needed to synthesize it. The reactants are: [N:1]([CH2:4][CH2:5][O:6][C:7]1[CH:12]=[CH:11][C:10]([CH2:13][C:14]([CH3:27])([O:20][C:21]2[CH:26]=[CH:25][CH:24]=[CH:23][CH:22]=2)[C:15]([O:17][CH2:18][CH3:19])=[O:16])=[CH:9][CH:8]=1)=[N+]=[N-]. (2) Given the product [CH3:28][C:19]1[CH:20]=[C:21]([C:2]2[N:11]=[C:10]([NH:12][C:13]3[NH:14][N:15]=[C:16]([CH3:18])[CH:17]=3)[C:9]3[C:4](=[CH:5][CH:6]=[CH:7][CH:8]=3)[N:3]=2)[CH:22]=[CH:23][CH:24]=1, predict the reactants needed to synthesize it. The reactants are: Cl[C:2]1[N:11]=[C:10]([NH:12][C:13]2[CH:17]=[C:16]([CH3:18])[NH:15][N:14]=2)[C:9]2[C:4](=[CH:5][CH:6]=[CH:7][CH:8]=2)[N:3]=1.[C:19]1([CH3:28])[CH:24]=[CH:23][CH:22]=[C:21](B(O)O)[CH:20]=1.C([O-])([O-])=O.[Na+].[Na+].C(P(C(C)(C)C)C(C)(C)C)(C)(C)C. (3) Given the product [CH3:15][O:16][C:17]1[CH:18]=[C:19](/[C:20](=[CH:7]/[C:6]2[S:5][C:4]([C:9]3[CH:14]=[CH:13][CH:12]=[CH:11][CH:10]=3)=[N:3][C:2]=2[CH3:1])/[C:21]#[N:22])[CH:23]=[CH:24][C:25]=1[O:26][CH3:27], predict the reactants needed to synthesize it. The reactants are: [CH3:1][C:2]1[N:3]=[C:4]([C:9]2[CH:14]=[CH:13][CH:12]=[CH:11][CH:10]=2)[S:5][C:6]=1[CH:7]=O.[CH3:15][O:16][C:17]1[CH:18]=[C:19]([CH:23]=[CH:24][C:25]=1[O:26][CH3:27])[CH2:20][C:21]#[N:22].